This data is from TCR-epitope binding with 47,182 pairs between 192 epitopes and 23,139 TCRs. The task is: Binary Classification. Given a T-cell receptor sequence (or CDR3 region) and an epitope sequence, predict whether binding occurs between them. The epitope is GTITSGWTF. The TCR CDR3 sequence is CASSLERNFDTEAFF. Result: 0 (the TCR does not bind to the epitope).